Dataset: NCI-60 drug combinations with 297,098 pairs across 59 cell lines. Task: Regression. Given two drug SMILES strings and cell line genomic features, predict the synergy score measuring deviation from expected non-interaction effect. (1) Drug 1: C1=CC(=C2C(=C1NCCNCCO)C(=O)C3=C(C=CC(=C3C2=O)O)O)NCCNCCO. Drug 2: CN1C2=C(C=C(C=C2)N(CCCl)CCCl)N=C1CCCC(=O)O.Cl. Cell line: OVCAR-5. Synergy scores: CSS=16.9, Synergy_ZIP=-4.60, Synergy_Bliss=-5.66, Synergy_Loewe=-34.4, Synergy_HSA=-5.81. (2) Drug 1: C1C(C(OC1N2C=NC3=C(N=C(N=C32)Cl)N)CO)O. Drug 2: C1=NNC2=C1C(=O)NC=N2. Cell line: SK-MEL-28. Synergy scores: CSS=12.7, Synergy_ZIP=-4.13, Synergy_Bliss=-0.981, Synergy_Loewe=-18.1, Synergy_HSA=-0.769.